From a dataset of Catalyst prediction with 721,799 reactions and 888 catalyst types from USPTO. Predict which catalyst facilitates the given reaction. (1) Reactant: [Cl:1][C:2]1[CH:10]=[CH:9][CH:8]=[C:7]2[C:3]=1[C:4]([C:17]([OH:19])=O)=[CH:5][N:6]2[CH2:11][CH2:12][O:13][CH:14]1[CH2:16][CH2:15]1.CCN=C=NCCCN(C)C.C1C=CC2N(O)N=NC=2C=1.CCN(CC)CC.[F:48][C:49]1([F:57])[CH2:54][CH2:53][CH:52]([CH2:55][NH2:56])[CH2:51][CH2:50]1. Product: [Cl:1][C:2]1[CH:10]=[CH:9][CH:8]=[C:7]2[C:3]=1[C:4]([C:17]([NH:56][CH2:55][CH:52]1[CH2:53][CH2:54][C:49]([F:57])([F:48])[CH2:50][CH2:51]1)=[O:19])=[CH:5][N:6]2[CH2:11][CH2:12][O:13][CH:14]1[CH2:15][CH2:16]1. The catalyst class is: 2. (2) Reactant: [O:1]1[C:7]2[CH:8]=[CH:9][C:10]([CH:12]=[CH:13][C:14](=O)[CH:15]([CH3:17])[CH3:16])=[CH:11][C:6]=2[O:5][CH2:4][CH2:3][CH2:2]1.C([O-])(=O)C.[Na+].[NH2:24][OH:25]. Product: [O:1]1[C:7]2[CH:8]=[CH:9][C:10]([CH:12]=[CH:13][C:14](=[N:24][OH:25])[CH:15]([CH3:17])[CH3:16])=[CH:11][C:6]=2[O:5][CH2:4][CH2:3][CH2:2]1. The catalyst class is: 5. (3) Reactant: C(OC([N:11]1[CH2:17][CH:16]([OH:18])[CH:15]([NH:19][C:20](=[O:38])[C@@H:21]([NH:26][C:27]([C:29]2[O:30][C:31]3[CH:37]=[CH:36][CH:35]=[CH:34][C:32]=3[CH:33]=2)=[O:28])[CH2:22][CH:23]([CH3:25])[CH3:24])[CH2:14][CH2:13][N:12]1[CH3:39])=O)C1C=CC=CC=1.C(OC(=O)C)C. Product: [OH:18][CH:16]1[CH:15]([NH:19][C:20]([CH:21]([NH:26][C:27]([C:29]2[O:30][C:31]3[CH:37]=[CH:36][CH:35]=[CH:34][C:32]=3[CH:33]=2)=[O:28])[CH2:22][CH:23]([CH3:25])[CH3:24])=[O:38])[CH2:14][CH2:13][N:12]([CH3:39])[NH:11][CH2:17]1. The catalyst class is: 29. (4) Reactant: CC1C=CC(S(O[CH2:12][CH:13]2[O:18][C:17]3[CH:19]=[C:20]([F:24])[C:21]([F:23])=[CH:22][C:16]=3[O:15][CH2:14]2)(=O)=O)=CC=1.[NH:25]1[CH2:29][CH2:28][CH2:27][CH2:26]1. Product: [F:23][C:21]1[C:20]([F:24])=[CH:19][C:17]2[O:18][CH:13]([CH2:12][N:25]3[CH2:29][CH2:28][CH2:27][CH2:26]3)[CH2:14][O:15][C:16]=2[CH:22]=1. The catalyst class is: 10. (5) Reactant: Br[C:2]1[CH:11]=[CH:10][C:5]([C:6]([O:8][CH3:9])=[O:7])=[CH:4][CH:3]=1.[O:12]1[CH2:17]COC[CH2:13]1.O.C(=O)([O-])[O-].[Cs+].[Cs+]. Product: [CH3:13][O:12][CH2:17][C:2]1[CH:11]=[CH:10][C:5]([C:6]([O:8][CH3:9])=[O:7])=[CH:4][CH:3]=1. The catalyst class is: 2. (6) The catalyst class is: 4. Reactant: [Cl:1][C:2]1[CH:7]=[CH:6][C:5]([N:8]2[C:12]([C:13]3[CH:18]=[CH:17][C:16]([CH2:19][CH2:20][NH2:21])=[CH:15][CH:14]=3)=[CH:11][C:10]([C:22]([F:25])([F:24])[F:23])=[N:9]2)=[CH:4][CH:3]=1.C(N(CC)CC)C.[CH3:33][S:34](Cl)(=[O:36])=[O:35]. Product: [Cl:1][C:2]1[CH:7]=[CH:6][C:5]([N:8]2[C:12]([C:13]3[CH:18]=[CH:17][C:16]([CH2:19][CH2:20][NH:21][S:34]([CH3:33])(=[O:36])=[O:35])=[CH:15][CH:14]=3)=[CH:11][C:10]([C:22]([F:23])([F:25])[F:24])=[N:9]2)=[CH:4][CH:3]=1. (7) Reactant: Br[C:2]1[CH:7]=[CH:6][C:5]([N+:8]([O-:10])=[O:9])=[CH:4][C:3]=1[O:11][CH3:12].[CH3:13][C:14]1[CH:19]=[C:18](B2OC(C)(C)C(C)(C)O2)[CH:17]=[CH:16][N:15]=1.C(=O)([O-])[O-].[Cs+].[Cs+]. Product: [CH3:12][O:11][C:3]1[CH:4]=[C:5]([N+:8]([O-:10])=[O:9])[CH:6]=[CH:7][C:2]=1[C:18]1[CH:17]=[CH:16][N:15]=[C:14]([CH3:13])[CH:19]=1. The catalyst class is: 437. (8) Product: [C:28]([O:27][C:25](=[O:26])[NH:24][CH2:23][C:21]1[CH:20]=[CH:19][C:18]([C:32]([F:35])([F:33])[F:34])=[C:17]([C:14]2[CH2:15][CH2:16][NH:11][CH2:12][CH:13]=2)[CH:22]=1)([CH3:31])([CH3:29])[CH3:30]. The catalyst class is: 123. Reactant: C(OC([N:11]1[CH2:16][CH:15]=[C:14]([C:17]2[CH:22]=[C:21]([CH2:23][NH:24][C:25]([O:27][C:28]([CH3:31])([CH3:30])[CH3:29])=[O:26])[CH:20]=[CH:19][C:18]=2[C:32]([F:35])([F:34])[F:33])[CH2:13][CH2:12]1)=O)C1C=CC=CC=1. (9) Reactant: [C:1]([C:4]1[CH:5]=[CH:6][C:7]([N:25]2[CH2:30][CH2:29][CH2:28][C@@H:27]([NH:31][C:32](=[O:40])OC3C=CC=CC=3)[CH2:26]2)=[N:8][C:9]=1[NH:10][C:11]1[CH:16]=[CH:15][C:14]([C:17]([N:19]2[CH2:24][CH2:23][O:22][CH2:21][CH2:20]2)=[O:18])=[CH:13][CH:12]=1)(=[O:3])[NH2:2].[NH:41]1[CH2:46][CH2:45][O:44][CH2:43][CH2:42]1.CCN(CC)CC. Product: [C:1]([C:4]1[CH:5]=[CH:6][C:7]([N:25]2[CH2:30][CH2:29][CH2:28][C@@H:27]([NH:31][C:32]([N:41]3[CH2:46][CH2:45][O:44][CH2:43][CH2:42]3)=[O:40])[CH2:26]2)=[N:8][C:9]=1[NH:10][C:11]1[CH:16]=[CH:15][C:14]([C:17]([N:19]2[CH2:24][CH2:23][O:22][CH2:21][CH2:20]2)=[O:18])=[CH:13][CH:12]=1)(=[O:3])[NH2:2]. The catalyst class is: 2.